From a dataset of Forward reaction prediction with 1.9M reactions from USPTO patents (1976-2016). Predict the product of the given reaction. (1) The product is: [Cl:1][C:2]1[CH:7]=[C:6]2[C:5]([C:8]([CH3:28])([CH3:29])[CH2:9][C:10]([OH:27])([C:23]([F:24])([F:25])[F:26])[CH:11]2[NH:12][C:13]2[CH:22]=[CH:21][CH:20]=[C:19]3[C:14]=2[CH:15]=[CH:16][NH:17][C:18]3=[O:38])=[C:4]([OH:30])[C:3]=1[F:32]. Given the reactants [Cl:1][C:2]1[CH:7]=[CH:6][C:5]([C:8]([CH3:29])([CH3:28])[CH2:9][C:10]([OH:27])([C:23]([F:26])([F:25])[F:24])[CH:11]=[N:12][C:13]2[CH:22]=[CH:21][CH:20]=[C:19]3[C:14]=2[CH:15]=[CH:16][N:17]=[CH:18]3)=[C:4]([O:30]C)[C:3]=1[F:32].B(Br)(Br)Br.C(=O)(O)[O-:38].[Na+].C(OCC)(=O)C, predict the reaction product. (2) Given the reactants [C:1]([OH:6])(=O)[CH:2]([CH3:4])[CH3:3].C(N(CC)CC)C.CN(C(ON1N=NC2C=CC=NC1=2)=[N+](C)C)C.F[P-](F)(F)(F)(F)F.[NH2:38][C@@H:39]1[CH2:44][CH2:43][C@H:42]([N:45]2[C:49]3[N:50]=[CH:51][N:52]=[C:53]([NH2:54])[C:48]=3[C:47]([C:55]3[CH:64]=[C:63]4[C:58]([CH2:59][CH2:60][CH:61]([C:65]5[CH:70]=[CH:69][CH:68]=[CH:67][CH:66]=5)[O:62]4)=[CH:57][CH:56]=3)=[CH:46]2)[CH2:41][CH2:40]1, predict the reaction product. The product is: [NH2:54][C:53]1[C:48]2[C:47]([C:55]3[CH:64]=[C:63]4[C:58]([CH2:59][CH2:60][CH:61]([C:65]5[CH:70]=[CH:69][CH:68]=[CH:67][CH:66]=5)[O:62]4)=[CH:57][CH:56]=3)=[CH:46][N:45]([C@@H:42]3[CH2:43][CH2:44][C@H:39]([NH:38][C:1](=[O:6])[CH:2]([CH3:4])[CH3:3])[CH2:40][CH2:41]3)[C:49]=2[N:50]=[CH:51][N:52]=1. (3) The product is: [CH2:5]([NH:6][C:2]1[S:3][C:4]([C:7]([NH:9][C:10]2[S:11][C:12]([C:15](=[O:29])[NH:16][C:17]3[S:18][CH:19]=[C:20]([C:22]4[CH:27]=[CH:26][C:25]([CH3:28])=[CH:24][CH:23]=4)[N:21]=3)=[CH:13][N:14]=2)=[O:8])=[CH:5][N:6]=1)[CH2:4][CH3:7]. Given the reactants Br[C:2]1[S:3][C:4]([C:7]([NH:9][C:10]2[S:11][C:12]([C:15](=[O:29])[NH:16][C:17]3[S:18][CH:19]=[C:20]([C:22]4[CH:27]=[CH:26][C:25]([CH3:28])=[CH:24][CH:23]=4)[N:21]=3)=[CH:13][N:14]=2)=[O:8])=[CH:5][N:6]=1, predict the reaction product. (4) Given the reactants [O:1]1[CH2:6][CH2:5][CH2:4][O:3][CH:2]1[CH2:7][CH2:8][N:9]1[C:17]2[C:12](=[CH:13][C:14]([O:18][CH:19]([F:21])[F:20])=[CH:15][CH:16]=2)[C:11](I)=[N:10]1.C([Mg]Cl)(C)C.[CH2:28]([Sn:32]([CH2:38][CH2:39][CH2:40][CH3:41])([CH2:34][CH2:35][CH2:36][CH3:37])Cl)[CH2:29][CH2:30][CH3:31], predict the reaction product. The product is: [O:1]1[CH2:6][CH2:5][CH2:4][O:3][CH:2]1[CH2:7][CH2:8][N:9]1[C:17]2[C:12](=[CH:13][C:14]([O:18][CH:19]([F:21])[F:20])=[CH:15][CH:16]=2)[C:11]([Sn:32]([CH2:34][CH2:35][CH2:36][CH3:37])([CH2:38][CH2:39][CH2:40][CH3:41])[CH2:28][CH2:29][CH2:30][CH3:31])=[N:10]1. (5) Given the reactants [NH2:1][C:2]1[C:3]([C:9]([OH:11])=O)=[N:4][CH:5]=[C:6]([CH3:8])[N:7]=1.C([N:15]([CH:18](C)C)CC)(C)C.CCN=C=NCCCN(C)C.Cl.C1C=CC2N(O)N=NC=2C=1.Cl.[CH3:44][O:45]NOOC, predict the reaction product. The product is: [CH3:44][O:45][N:15]([CH3:18])[C:9]([C:3]1[C:2]([NH2:1])=[N:7][C:6]([CH3:8])=[CH:5][N:4]=1)=[O:11]. (6) Given the reactants CC([N:5]([C:9]1([CH2:25][OH:26])[CH2:14][CH2:13][N:12]([S:15]([C:18]2[CH:23]=[CH:22][C:21]([Br:24])=[CH:20][CH:19]=2)(=[O:17])=[O:16])[CH2:11][CH2:10]1)[C:6](=[O:8])[O-:7])(C)C.CC(OI1(OC(C)=O)(OC(C)=O)O[C:38](=O)[C:37]2[CH:36]=CC=C[C:32]1=2)=O, predict the reaction product. The product is: [Br:24][C:21]1[CH:20]=[CH:19][C:18]([S:15]([N:12]2[CH2:11][CH2:10][C:9]([NH:5][C:6](=[O:8])[O:7][C:37]([CH3:38])([CH3:36])[CH3:32])([CH:25]=[O:26])[CH2:14][CH2:13]2)(=[O:16])=[O:17])=[CH:23][CH:22]=1. (7) Given the reactants [OH:1][C@H:2]1[CH2:6][N:5]([C:7]([O:9][C:10]([CH3:13])([CH3:12])[CH3:11])=[O:8])[C@@H:4]([C:14]([O:16][CH3:17])=[O:15])[CH2:3]1.[CH:18]1[CH:23]=[CH:22][C:21]([CH2:24]Br)=[CH:20][CH:19]=1.CCOCC, predict the reaction product. The product is: [CH2:24]([O:1][C@H:2]1[CH2:6][N:5]([C:7]([O:9][C:10]([CH3:11])([CH3:12])[CH3:13])=[O:8])[C@H:4]([C:14]([O:16][CH3:17])=[O:15])[CH2:3]1)[C:21]1[CH:22]=[CH:23][CH:18]=[CH:19][CH:20]=1.